Dataset: Forward reaction prediction with 1.9M reactions from USPTO patents (1976-2016). Task: Predict the product of the given reaction. Given the reactants B(Br)(Br)Br.C[O:6][C:7]1[CH:12]=[CH:11][C:10]([C:13]([F:16])([F:15])[F:14])=[CH:9][C:8]=1[C:17]1[CH:22]=[CH:21][N:20]=[CH:19][CH:18]=1.CCCCCC.CCOC(C)=O, predict the reaction product. The product is: [N:20]1[CH:21]=[CH:22][C:17]([C:8]2[CH:9]=[C:10]([C:13]([F:15])([F:16])[F:14])[CH:11]=[CH:12][C:7]=2[OH:6])=[CH:18][CH:19]=1.